From a dataset of Forward reaction prediction with 1.9M reactions from USPTO patents (1976-2016). Predict the product of the given reaction. (1) Given the reactants [Cl:1][C:2]1[CH:10]=[CH:9][CH:8]=[C:7]2[C:3]=1[CH:4]=[CH:5][NH:6]2.[C:11](Cl)([C:13](Cl)=[O:14])=[O:12].[CH3:17][CH2:18][OH:19], predict the reaction product. The product is: [CH2:18]([O:19][C:13](=[O:14])[C:11]([C:4]1[C:3]2[C:7](=[CH:8][CH:9]=[CH:10][C:2]=2[Cl:1])[NH:6][CH:5]=1)=[O:12])[CH3:17]. (2) Given the reactants Cl[C:2]1[N:10]=[C:9]2[C:5]([N:6]=[C:7]([CH2:13][OH:14])[N:8]2[CH2:11][CH3:12])=[C:4]([N:15]2[CH2:20][CH2:19][O:18][CH2:17][CH2:16]2)[N:3]=1.[CH3:21][C:22]1[NH:23][C:24]2[CH:30]=[CH:29][CH:28]=[CH:27][C:25]=2[N:26]=1, predict the reaction product. The product is: [CH2:11]([N:8]1[C:7]([CH2:13][OH:14])=[N:6][C:5]2[C:9]1=[N:10][C:2]([N:23]1[C:24]3[CH:30]=[CH:29][CH:28]=[CH:27][C:25]=3[N:26]=[C:22]1[CH3:21])=[N:3][C:4]=2[N:15]1[CH2:20][CH2:19][O:18][CH2:17][CH2:16]1)[CH3:12]. (3) Given the reactants [Cl:1][C:2]1[CH:7]=[CH:6][CH:5]=[C:4]([Cl:8])[C:3]=1[CH2:9][S:10]([C:13]1[CH:14]=[C:15]2[C:19](=[CH:20][CH:21]=1)[NH:18][C:17](=[O:22])/[C:16]/2=[CH:23]\[C:24]1[NH:28][C:27]([CH3:29])=[C:26]([C:30](O)=[O:31])[C:25]=1[CH3:33])(=[O:12])=[O:11].C1C=CC2N(O)N=NC=2C=1.CCN=C=NCCCN(C)C.[CH:55]1([NH:58][CH2:59][C@@H:60]2[CH2:65][CH2:64][CH2:63][NH:62][CH2:61]2)[CH2:57][CH2:56]1, predict the reaction product. The product is: [CH:55]1([NH:58][CH2:59][C@@H:60]2[CH2:65][CH2:64][CH2:63][N:62]([C:30]([C:26]3[C:25]([CH3:33])=[C:24](/[CH:23]=[C:16]4\[C:17](=[O:22])[NH:18][C:19]5[C:15]\4=[CH:14][C:13]([S:10]([CH2:9][C:3]4[C:4]([Cl:8])=[CH:5][CH:6]=[CH:7][C:2]=4[Cl:1])(=[O:12])=[O:11])=[CH:21][CH:20]=5)[NH:28][C:27]=3[CH3:29])=[O:31])[CH2:61]2)[CH2:57][CH2:56]1. (4) Given the reactants C(#N)C.[CH2:4]([O:6][C:7]([C:9]1[NH:13][N:12]=[C:11]([CH3:14])[CH:10]=1)=[O:8])[CH3:5].[CH2:15](Br)[C:16]1[CH:21]=[CH:20][CH:19]=[CH:18][CH:17]=1.C([O-])([O-])=O.[K+].[K+], predict the reaction product. The product is: [CH2:4]([O:6][C:7]([C:9]1[N:13]([CH2:15][C:16]2[CH:21]=[CH:20][CH:19]=[CH:18][CH:17]=2)[N:12]=[C:11]([CH3:14])[CH:10]=1)=[O:8])[CH3:5]. (5) Given the reactants [C:1]([O:5][C:6](=[O:30])[N:7]([C:19]1[CH:24]=[CH:23][C:22]([N+:25]([O-])=O)=[C:21]([C:28]#[N:29])[N:20]=1)[CH2:8][C:9]1[CH:14]=[CH:13][C:12]([O:15][CH3:16])=[CH:11][C:10]=1[O:17][CH3:18])([CH3:4])([CH3:3])[CH3:2].[C:31]1(=O)[CH2:36][CH2:35][CH2:34][CH2:33][CH2:32]1.C(O[BH-](OC(=O)C)OC(=O)C)(=O)C.[Na+], predict the reaction product. The product is: [C:1]([O:5][C:6](=[O:30])[N:7]([C:19]1[CH:24]=[CH:23][C:22]([NH2:25])=[C:21]([CH2:28][NH:29][CH:31]2[CH2:36][CH2:35][CH2:34][CH2:33][CH2:32]2)[N:20]=1)[CH2:8][C:9]1[CH:14]=[CH:13][C:12]([O:15][CH3:16])=[CH:11][C:10]=1[O:17][CH3:18])([CH3:4])([CH3:3])[CH3:2]. (6) Given the reactants [NH2:1][C:2]1[CH:11]=[CH:10][C:5]([C:6]([O:8][CH3:9])=[O:7])=[C:4]([O:12][CH3:13])[CH:3]=1.C(N(CC)CC)C.[C:21](Cl)(=[O:23])[CH3:22], predict the reaction product. The product is: [C:21]([NH:1][C:2]1[CH:11]=[CH:10][C:5]([C:6]([O:8][CH3:9])=[O:7])=[C:4]([O:12][CH3:13])[CH:3]=1)(=[O:23])[CH3:22]. (7) Given the reactants [CH:1]1([CH:6]2[CH2:14][C:13]3[C:8](=[C:9]([CH3:32])[C:10]([CH3:31])=[C:11]([O:15][CH2:16][C:17]4[CH:22]=[CH:21][CH:20]=[C:19](B5OCC(C)(C)CO5)[CH:18]=4)[CH:12]=3)[C:7]2=[O:33])[CH2:5][CH2:4][CH2:3][CH2:2]1.Br[C:35]1[CH:36]=[CH:37][C:38]([O:45][CH3:46])=[C:39]([CH:44]=1)[C:40]([O:42]C)=[O:41], predict the reaction product. The product is: [CH:1]1([CH:6]2[CH2:14][C:13]3[C:8](=[C:9]([CH3:32])[C:10]([CH3:31])=[C:11]([O:15][CH2:16][C:17]4[CH:22]=[C:21]([C:35]5[CH:36]=[CH:37][C:38]([O:45][CH3:46])=[C:39]([C:40]([OH:42])=[O:41])[CH:44]=5)[CH:20]=[CH:19][CH:18]=4)[CH:12]=3)[C:7]2=[O:33])[CH2:2][CH2:3][CH2:4][CH2:5]1. (8) The product is: [Br:9][C:10]1[CH:15]=[CH:14][C:13]([F:19])=[C:12]([C:2]2[N:7]=[N:6][C:5]([NH2:8])=[N:4][CH:3]=2)[CH:11]=1. Given the reactants Br[C:2]1[N:7]=[N:6][C:5]([NH2:8])=[N:4][CH:3]=1.[Br:9][C:10]1[CH:11]=[CH:12][C:13]([F:19])=[C:14](B(O)O)[CH:15]=1.C([O-])([O-])=O.[K+].[K+], predict the reaction product. (9) The product is: [Cl:1][C:2]1[CH:8]=[C:7]([O:9][CH2:10][C:11]2[C:12]([C:19]3[C:24]([Cl:25])=[CH:23][CH:22]=[CH:21][C:20]=3[Cl:26])=[N:13][O:14][C:15]=2[CH:16]([CH3:18])[CH3:17])[CH:6]=[CH:5][C:3]=1[NH:4][C:32]([C:31]1[CH:35]=[CH:36][C:28]([C:27]([O:38][CH3:39])=[O:37])=[CH:29][CH:30]=1)=[O:33]. Given the reactants [Cl:1][C:2]1[CH:8]=[C:7]([O:9][CH2:10][C:11]2[C:12]([C:19]3[C:24]([Cl:25])=[CH:23][CH:22]=[CH:21][C:20]=3[Cl:26])=[N:13][O:14][C:15]=2[CH:16]([CH3:18])[CH3:17])[CH:6]=[CH:5][C:3]=1[NH2:4].[C:27]([O:38][CH3:39])(=[O:37])[C:28]1[CH:36]=[CH:35][C:31]([C:32]([O-])=[O:33])=[CH:30][CH:29]=1.ON1C2C=CC=CC=2N=N1.Cl.CN(C)CCCN=C=NCC, predict the reaction product. (10) Given the reactants Cl.[F:2][C:3]1[CH:8]=[CH:7][C:6]([NH:9][NH2:10])=[CH:5][CH:4]=1.[Cl:11][C:12]1[CH:17]=[CH:16][C:15]([CH2:18]Cl)=[CH:14][N:13]=1.C(N(CC)CC)C, predict the reaction product. The product is: [Cl:11][C:12]1[CH:17]=[CH:16][C:15]([CH2:18][N:9]([C:6]2[CH:7]=[CH:8][C:3]([F:2])=[CH:4][CH:5]=2)[NH2:10])=[CH:14][N:13]=1.